Dataset: KCNQ2 potassium channel screen with 302,405 compounds. Task: Binary Classification. Given a drug SMILES string, predict its activity (active/inactive) in a high-throughput screening assay against a specified biological target. The compound is Clc1ccc(COc2ccc(CNC(C(O)c3ccccc3)C)cc2)cc1. The result is 0 (inactive).